This data is from Forward reaction prediction with 1.9M reactions from USPTO patents (1976-2016). The task is: Predict the product of the given reaction. (1) Given the reactants [CH2:1]([O:3][C:4]([C@@H:6]1[CH2:10][CH2:9][CH:8](OC)[N:7]1[C:13]([O:15][C:16]([CH3:19])([CH3:18])[CH3:17])=[O:14])=[O:5])[CH3:2].[CH2:20]([Si](C)(C)C)[CH:21]=[CH2:22].B(F)(F)F.CCOCC.C([O-])(O)=O.[Na+], predict the reaction product. The product is: [CH2:1]([O:3][C:4]([C@@H:6]1[CH2:10][CH2:9][CH:8]([CH2:22][CH:21]=[CH2:20])[N:7]1[C:13]([O:15][C:16]([CH3:17])([CH3:18])[CH3:19])=[O:14])=[O:5])[CH3:2]. (2) Given the reactants [N:1]1([C:7](Cl)=[O:8])[CH2:6][CH2:5][O:4][CH2:3][CH2:2]1.[F:10][C:11]1[CH:16]=[CH:15][CH:14]=[CH:13][C:12]=1[C:17]1[C:29]2[C:28]3[C:23](=[CH:24][C:25]([OH:30])=[CH:26][CH:27]=3)[NH:22][C:21]=2[C:20]([C:31]([NH2:33])=[O:32])=[CH:19][CH:18]=1, predict the reaction product. The product is: [N:1]1([C:7]([O:30][C:25]2[CH:26]=[CH:27][C:28]3[C:29]4[C:21](=[C:20]([C:31](=[O:32])[NH2:33])[CH:19]=[CH:18][C:17]=4[C:12]4[CH:13]=[CH:14][CH:15]=[CH:16][C:11]=4[F:10])[NH:22][C:23]=3[CH:24]=2)=[O:8])[CH2:6][CH2:5][O:4][CH2:3][CH2:2]1. (3) Given the reactants [C:1]([O:5][C:6]([N:8]1[CH2:13][CH:12]([C:14]([O:16][CH3:17])=[O:15])[CH2:11][CH:10]([C:18]([OH:20])=[O:19])[CH2:9]1)=[O:7])([CH3:4])([CH3:3])[CH3:2].C1([C@H](N)C)C=CC=CC=1, predict the reaction product. The product is: [C:1]([O:5][C:6]([N:8]1[CH2:13][C@H:12]([C:14]([O:16][CH3:17])=[O:15])[CH2:11][C@H:10]([C:18]([OH:20])=[O:19])[CH2:9]1)=[O:7])([CH3:4])([CH3:2])[CH3:3]. (4) Given the reactants [N:1]1([C:7]2[N:12]=[CH:11][NH:10][C:9](=[O:13])[CH:8]=2)[CH2:6][CH2:5][NH:4][CH2:3][CH2:2]1.[Br:14][C:15]1[CH:16]=[C:17]([CH:20]=[CH:21][CH:22]=1)[CH:18]=O, predict the reaction product. The product is: [Br:14][C:15]1[CH:16]=[C:17]([CH:20]=[CH:21][CH:22]=1)[CH2:18][N:4]1[CH2:5][CH2:6][N:1]([C:7]2[N:12]=[CH:11][NH:10][C:9](=[O:13])[CH:8]=2)[CH2:2][CH2:3]1. (5) Given the reactants [Br:1][C:2]1[C:11]2[C:6](=[CH:7][C:8]3[CH:15]=[CH:14][CH:13]=[CH:12][C:9]=3[CH:10]=2)[CH:5]=[N+:4]([O-])[CH:3]=1.O=P(Cl)(Cl)[Cl:19].C(=O)(O)[O-].[Na+], predict the reaction product. The product is: [Br:1][C:2]1[C:11]2[C:6](=[CH:7][C:8]3[CH:15]=[CH:14][CH:13]=[CH:12][C:9]=3[CH:10]=2)[C:5]([Cl:19])=[N:4][CH:3]=1.